This data is from Forward reaction prediction with 1.9M reactions from USPTO patents (1976-2016). The task is: Predict the product of the given reaction. (1) Given the reactants [C:1]([O:9]C(C)(C)C)(=[O:8])/[CH:2]=[CH:3]/[CH2:4][CH2:5][CH:6]=[CH2:7].C(O)(C(F)(F)F)=O, predict the reaction product. The product is: [C:1]([OH:9])(=[O:8])[CH:2]=[CH:3][CH2:4][CH2:5][CH:6]=[CH2:7]. (2) Given the reactants [Br:1][C:2]1[CH:7]=[C:6]([F:8])[CH:5]=[CH:4][C:3]=1[OH:9].[CH3:10][O:11][CH2:12]OC.O=P12OP3(OP(OP(O3)(O1)=O)(=O)O2)=O.[OH-].[Na+], predict the reaction product. The product is: [Br:1][C:2]1[CH:7]=[C:6]([F:8])[CH:5]=[CH:4][C:3]=1[O:9][CH2:10][O:11][CH3:12]. (3) The product is: [Br:1][C:2]1[CH:7]=[C:6]([Cl:8])[CH:5]=[CH:4][C:3]=1[O:9][CH:11]([F:16])[F:15]. Given the reactants [Br:1][C:2]1[CH:7]=[C:6]([Cl:8])[CH:5]=[CH:4][C:3]=1[OH:9].Cl[C:11]([F:16])([F:15])C([O-])=O.[Na+].C(=O)([O-])[O-].[Cs+].[Cs+].O, predict the reaction product. (4) Given the reactants [Cl:1][C:2]1[CH:7]=[CH:6][CH:5]=[C:4]([Cl:8])[C:3]=1[C:9]([NH:11][C@H:12]([C:31]([O:33]C)=[O:32])[CH2:13][C:14]1[CH:19]=[CH:18][C:17]([CH2:20][NH:21][CH2:22][CH2:23][NH:24][C:25]2[CH:30]=[CH:29][CH:28]=[CH:27][N:26]=2)=[CH:16][CH:15]=1)=[O:10].[Li+].[OH-], predict the reaction product. The product is: [Cl:1][C:2]1[CH:7]=[CH:6][CH:5]=[C:4]([Cl:8])[C:3]=1[C:9]([NH:11][C@H:12]([C:31]([OH:33])=[O:32])[CH2:13][C:14]1[CH:19]=[CH:18][C:17]([CH2:20][NH:21][CH2:22][CH2:23][NH:24][C:25]2[CH:30]=[CH:29][CH:28]=[CH:27][N:26]=2)=[CH:16][CH:15]=1)=[O:10]. (5) Given the reactants B(Br)(Br)Br.[CH:5]1([C:8]2[CH:15]=[CH:14][C:11]([CH:12]=[O:13])=[C:10]([O:16]C)[C:9]=2[F:18])[CH2:7][CH2:6]1.C(=O)([O-])O.[Na+], predict the reaction product. The product is: [CH:5]1([C:8]2[CH:15]=[CH:14][C:11]([CH:12]=[O:13])=[C:10]([OH:16])[C:9]=2[F:18])[CH2:6][CH2:7]1.